This data is from Forward reaction prediction with 1.9M reactions from USPTO patents (1976-2016). The task is: Predict the product of the given reaction. Given the reactants [CH3:1][N:2]1[CH2:7][CH2:6][CH2:5][CH2:4][CH:3]1[CH2:8]O.C(N(C(C)C)CC)(C)C.CS(Cl)(=O)=[O:21].C([NH:27][C@:28]1([C:45](NC(C)(C)C)=[O:46])[C@@H:32]([CH2:33][CH2:34][CH2:35][B:36]2[O:40]C(C)(C)C(C)(C)[O:37]2)[CH2:31][NH:30][CH2:29]1)(=O)C, predict the reaction product. The product is: [NH2:27][C@:28]1([C:45]([OH:46])=[O:21])[C@@H:32]([CH2:33][CH2:34][CH2:35][B:36]([OH:37])[OH:40])[CH2:31][N:30]([CH2:8][CH:3]2[CH2:4][CH2:5][CH2:6][CH2:7][N:2]2[CH3:1])[CH2:29]1.